From a dataset of Full USPTO retrosynthesis dataset with 1.9M reactions from patents (1976-2016). Predict the reactants needed to synthesize the given product. (1) Given the product [CH:56]1[C:55]2[CH:54]([CH2:53][O:52][C:50](=[O:51])[CH2:49][S:46]([NH:12][N:13]3[CH2:17][CH:16]([C:18]4[CH:23]=[CH:22][C:21]([CH:24]5[CH2:26][CH2:25]5)=[CH:20][CH:19]=4)[N:15]([CH2:27][CH2:28][C:29]4[CH:30]=[CH:31][C:32]([O:35][CH3:36])=[CH:33][CH:34]=4)[C:14]3=[O:37])(=[O:47])=[O:48])[C:66]3[C:61](=[CH:62][CH:63]=[CH:64][CH:65]=3)[C:60]=2[CH:59]=[CH:58][CH:57]=1, predict the reactants needed to synthesize it. The reactants are: C1(C)C=CC(S(O)(=O)=O)=CC=1.[NH2:12][N:13]1[CH2:17][CH:16]([C:18]2[CH:23]=[CH:22][C:21]([CH:24]3[CH2:26][CH2:25]3)=[CH:20][CH:19]=2)[N:15]([CH2:27][CH2:28][C:29]2[CH:34]=[CH:33][C:32]([O:35][CH3:36])=[CH:31][CH:30]=2)[C:14]1=[O:37].CN1CCOCC1.Cl[S:46]([CH2:49][C:50]([O:52][CH2:53][CH:54]1[C:66]2[CH:65]=[CH:64][CH:63]=[CH:62][C:61]=2[C:60]2[C:55]1=[CH:56][CH:57]=[CH:58][CH:59]=2)=[O:51])(=[O:48])=[O:47]. (2) Given the product [ClH:18].[CH2:13]([C:11]1[C:10]([CH2:15][CH3:16])=[N:9][CH:8]=[C:7]([CH:12]=1)[C:6]([OH:17])=[O:5])[CH3:14], predict the reactants needed to synthesize it. The reactants are: C([O:5][C:6](=[O:17])[C:7]1[CH:12]=[C:11]([CH2:13][CH3:14])[C:10]([CH2:15][CH3:16])=[N:9][CH:8]=1)(C)(C)C.[ClH:18].